Dataset: Forward reaction prediction with 1.9M reactions from USPTO patents (1976-2016). Task: Predict the product of the given reaction. The product is: [Cl:31][C:27]1[CH:28]=[CH:29][CH:30]=[C:2]([Cl:1])[C:3]=1[CH2:4][C:5]1[CH:14]=[C:13]([NH:15][C:16]2[CH:21]=[CH:20][C:19]([C:22]([OH:34])=[O:23])=[CH:18][C:17]=2[O:24][CH3:25])[C:12]2[C:11](=[O:26])[NH:10][CH:9]=[CH:8][C:7]=2[N:6]=1. Given the reactants [Cl:1][C:2]1[CH:30]=[CH:29][CH:28]=[C:27]([Cl:31])[C:3]=1[CH2:4][C:5]1[CH:14]=[C:13]([NH:15][C:16]2[CH:21]=[CH:20][C:19]([CH2:22][OH:23])=[CH:18][C:17]=2[O:24][CH3:25])[C:12]2[C:11](=[O:26])[NH:10][CH:9]=[CH:8][C:7]=2[N:6]=1.CC(C)=[O:34].OS(O)(=O)=O.O=[Cr](=O)=O, predict the reaction product.